Dataset: Forward reaction prediction with 1.9M reactions from USPTO patents (1976-2016). Task: Predict the product of the given reaction. Given the reactants [I-:1].[Na+].Br[CH2:4][CH2:5][CH2:6][O:7][C:8]1[CH:13]=[CH:12][C:11]([C:14]2[CH:19]=[CH:18][C:17]([C:20]([O:22][CH2:23][CH3:24])=[O:21])=[CH:16][CH:15]=2)=[CH:10][C:9]=1[C:25]1[CH:34]=[CH:33][C:32]2[C:31]([CH3:36])([CH3:35])[CH2:30][CH2:29][C:28]([CH3:38])([CH3:37])[C:27]=2[CH:26]=1, predict the reaction product. The product is: [I:1][CH2:4][CH2:5][CH2:6][O:7][C:8]1[CH:13]=[CH:12][C:11]([C:14]2[CH:19]=[CH:18][C:17]([C:20]([O:22][CH2:23][CH3:24])=[O:21])=[CH:16][CH:15]=2)=[CH:10][C:9]=1[C:25]1[CH:34]=[CH:33][C:32]2[C:31]([CH3:36])([CH3:35])[CH2:30][CH2:29][C:28]([CH3:38])([CH3:37])[C:27]=2[CH:26]=1.